From a dataset of Reaction yield outcomes from USPTO patents with 853,638 reactions. Predict the reaction yield, written as a fraction of the theoretical maximum amount of product (1.0 means a 100% yield; for example, 0.34 means a 34% yield). (1) The reactants are [NH2:1][C:2]1[N:14]=[C:13]([C:15]2[C:20]([O:21][CH2:22][C:23]3[CH:28]=[CH:27][C:26]([O:29][CH3:30])=[CH:25][CH:24]=3)=[CH:19][CH:18]=[CH:17][C:16]=2[O:31][CH2:32][CH:33]2[CH2:35][CH2:34]2)[CH:12]=[C:11]([NH:36][CH2:37][CH2:38][NH:39][C:40]([O:42][C:43]([CH3:46])([CH3:45])[CH3:44])=[O:41])[C:3]=1[C:4](OC(C)(C)C)=[O:5].COCCO[AlH2-]OCCOC.[Na+]. The catalyst is C1COCC1. The product is [NH2:1][C:2]1[C:3]([CH2:4][OH:5])=[C:11]([NH:36][CH2:37][CH2:38][NH:39][C:40](=[O:41])[O:42][C:43]([CH3:45])([CH3:46])[CH3:44])[CH:12]=[C:13]([C:15]2[C:20]([O:21][CH2:22][C:23]3[CH:24]=[CH:25][C:26]([O:29][CH3:30])=[CH:27][CH:28]=3)=[CH:19][CH:18]=[CH:17][C:16]=2[O:31][CH2:32][CH:33]2[CH2:34][CH2:35]2)[N:14]=1. The yield is 0.780. (2) The reactants are [CH2:1]([O:3][C:4]([C:6]1[C:15](=O)[C:14]2[C:9](=[CH:10][CH:11]=[C:12]([O:17][CH3:18])[N:13]=2)[NH:8][CH:7]=1)=[O:5])[CH3:2].P(Br)(Br)[Br:20].O.C(=O)([O-])[O-].[Na+].[Na+]. The catalyst is CN(C=O)C. The product is [CH2:1]([O:3][C:4]([C:6]1[CH:7]=[N:8][C:9]2[C:14]([C:15]=1[Br:20])=[N:13][C:12]([O:17][CH3:18])=[CH:11][CH:10]=2)=[O:5])[CH3:2]. The yield is 0.900. (3) The reactants are [O:1]=[C:2]1[C:11]([CH:12]2[CH2:17][CH2:16][N:15]([C:18]([O:20][C@@H:21]([C:41]3[O:45][N:44]=[C:43]([C:46]4[CH:51]=[CH:50][C:49]([F:52])=[CH:48][CH:47]=4)[N:42]=3)[CH2:22][C:23]3[CH:31]=[C:30]([CH3:32])[C:29]4[C:25](=[CH:26][N:27](COCC[Si](C)(C)C)[N:28]=4)[CH:24]=3)=[O:19])[CH2:14][CH2:13]2)=[CH:10][C:9]2[C:4](=[CH:5][CH:6]=[CH:7][CH:8]=2)[NH:3]1.FC(F)(F)C(O)=O.C(Cl)Cl. No catalyst specified. The product is [O:1]=[C:2]1[C:11]([CH:12]2[CH2:13][CH2:14][N:15]([C:18]([O:20][C@@H:21]([C:41]3[O:45][N:44]=[C:43]([C:46]4[CH:47]=[CH:48][C:49]([F:52])=[CH:50][CH:51]=4)[N:42]=3)[CH2:22][C:23]3[CH:24]=[C:25]4[C:29](=[C:30]([CH3:32])[CH:31]=3)[NH:28][N:27]=[CH:26]4)=[O:19])[CH2:16][CH2:17]2)=[CH:10][C:9]2[C:4](=[CH:5][CH:6]=[CH:7][CH:8]=2)[NH:3]1. The yield is 0.650. (4) The reactants are [NH2:1][C:2]1[C:3]([NH:12][CH2:13][C:14]2[CH:19]=[CH:18][C:17]([C:20]3[CH:25]=[CH:24][CH:23]=[CH:22][C:21]=3[C:26]#[N:27])=[CH:16][CH:15]=2)=[C:4]([CH:9]=[CH:10][CH:11]=1)[C:5]([O:7][CH3:8])=[O:6].C(N(CC)CC)C.[CH:35]1([C:38](Cl)=O)[CH2:37][CH2:36]1.O. The catalyst is C(OCC)(=O)C. The product is [C:26]([C:21]1[CH:22]=[CH:23][CH:24]=[CH:25][C:20]=1[C:17]1[CH:18]=[CH:19][C:14]([CH2:13][N:12]2[C:3]3[C:4]([C:5]([O:7][CH3:8])=[O:6])=[CH:9][CH:10]=[CH:11][C:2]=3[N:1]=[C:38]2[CH:35]2[CH2:37][CH2:36]2)=[CH:15][CH:16]=1)#[N:27]. The yield is 0.960. (5) The reactants are N(C(C1C=C(C(=C2CCNCC2)C2C=CC([C:21]([N:23]([CH2:26][CH3:27])[CH2:24][CH3:25])=[O:22])=CC=2)C=CC=1)=O)C1C=CC=CC=1.C(OC([N:43]1[CH2:48][CH2:47][C:46](=[C:49]([C:59]2[CH:64]=[CH:63][C:62]([C:65]([N:67]([CH2:70][CH3:71])[CH2:68][CH3:69])=[O:66])=[CH:61][CH:60]=2)[C:50]2[CH:51]=[C:52]([CH:56]=[CH:57][CH:58]=2)C(O)=O)[CH2:45][CH2:44]1)=O)(C)(C)C.N1CCCC1.C(O)(C(F)(F)F)=O. No catalyst specified. The product is [CH2:68]([N:67]([CH2:70][CH3:71])[C:65](=[O:66])[C:62]1[CH:61]=[CH:60][C:59]([C:49](=[C:46]2[CH2:45][CH2:44][NH:43][CH2:48][CH2:47]2)[C:50]2[CH:58]=[CH:57][CH:56]=[C:52]([C:21]([N:23]3[CH2:26][CH2:27][CH2:25][CH2:24]3)=[O:22])[CH:51]=2)=[CH:64][CH:63]=1)[CH3:69]. The yield is 0.780. (6) The reactants are COC(C1C=C(NS(C2C=CC(C)=CC=2)(=O)=O)C2C(=C(OCC3C=CC=CC=3)C=CC=2)N=1)=O.[CH3:34][O:35][C:36]([C:38]1[CH:47]=[C:46]([O:48]CC2C=CC=CC=2)[C:45]2[C:40](=[C:41]([N+:62]([O-])=O)[CH:42]=[CH:43][C:44]=2[N:56]2[CH2:61][CH2:60][CH2:59][CH2:58][CH2:57]2)[N:39]=1)=[O:37]. No catalyst specified. The product is [CH3:34][O:35][C:36]([C:38]1[CH:47]=[C:46]([OH:48])[C:45]2[C:40](=[C:41]([NH2:62])[CH:42]=[CH:43][C:44]=2[N:56]2[CH2:61][CH2:60][CH2:59][CH2:58][CH2:57]2)[N:39]=1)=[O:37]. The yield is 0.820. (7) The reactants are [OH:1]/[N:2]=[C:3](\Cl)/[C:4]1[CH:9]=[CH:8][CH:7]=[CH:6][CH:5]=1.[C:11]([O:19][CH3:20])(=[O:18])[C:12]#[C:13][C:14]([O:16][CH3:17])=[O:15].CCN(CC)CC. The catalyst is CCOCC. The product is [C:4]1([C:3]2[C:13]([C:14]([O:16][CH3:17])=[O:15])=[C:12]([C:11]([O:19][CH3:20])=[O:18])[O:1][N:2]=2)[CH:9]=[CH:8][CH:7]=[CH:6][CH:5]=1. The yield is 1.00. (8) The reactants are [Cl:1][C:2]1[CH:3]=[CH:4][C:5]2[O:9][CH:8]([CH2:10]O)[CH2:7][C:6]=2[CH:12]=1.N1C=CC=CC=1.S(Cl)([Cl:21])=O.C(=O)(O)[O-].[Na+]. The catalyst is C1C=CC=CC=1. The product is [Cl:1][C:2]1[CH:3]=[CH:4][C:5]2[O:9][CH:8]([CH2:10][Cl:21])[CH2:7][C:6]=2[CH:12]=1. The yield is 0.460. (9) The reactants are [C:1]([C:5]1[C:6]([OH:19])=[C:7]([CH:12]=[C:13](C(C)(C)C)[CH:14]=1)[C:8]([O:10][CH3:11])=[O:9])([CH3:4])([CH3:3])[CH3:2].[N+:20]([O-])([OH:22])=[O:21].O. The catalyst is C(O)(=O)C. The product is [C:1]([C:5]1[C:6]([OH:19])=[C:7]([CH:12]=[C:13]([N+:20]([O-:22])=[O:21])[CH:14]=1)[C:8]([O:10][CH3:11])=[O:9])([CH3:4])([CH3:3])[CH3:2]. The yield is 0.890.